Dataset: Forward reaction prediction with 1.9M reactions from USPTO patents (1976-2016). Task: Predict the product of the given reaction. (1) Given the reactants [C:1]1([C@H:7]2[C@@H:11]([C:12]3[CH:17]=[CH:16][CH:15]=[CH:14][CH:13]=3)[O:10][C:9](=[O:18])[NH:8]2)[CH:6]=[CH:5][CH:4]=[CH:3][CH:2]=1.[CH3:19]/[C:20](=[CH:24]\[CH2:25][CH3:26])/[C:21]([OH:23])=O.[CH3:27]COC1N(C(OCC)=O)C2C(=CC=CC=2)C=C1.[Li+].[Cl-], predict the reaction product. The product is: [CH3:19]/[C:20](=[CH:24]\[CH2:25][CH2:26][CH3:27])/[C:21]([N:8]1[C@@H:7]([C:1]2[CH:2]=[CH:3][CH:4]=[CH:5][CH:6]=2)[C@@H:11]([C:12]2[CH:13]=[CH:14][CH:15]=[CH:16][CH:17]=2)[O:10][C:9]1=[O:18])=[O:23]. (2) Given the reactants [F:1][C:2]([C:18]1[CH:26]=[CH:25][C:21]([C:22](O)=[O:23])=[CH:20][CH:19]=1)([F:17])[C:3]([NH:5][NH:6][C:7](=[O:16])[C:8]1[CH:13]=[CH:12][CH:11]=[CH:10][C:9]=1[O:14][CH3:15])=[O:4].N[C:28]1[C:32]([NH:33][C:34](=[O:40])[O:35][C:36]([CH3:39])([CH3:38])[CH3:37])=[CH:31][N:30]([C:41]2[CH:46]=[CH:45][CH:44]=[CH:43][CH:42]=2)[N:29]=1.C([N:50](CC)C(C)C)(C)C.F[P-](F)(F)(F)(F)F.N1(O[P+](C(C)C)(C(C)C)C(C)C)C2C=CC=CC=2N=N1, predict the reaction product. The product is: [F:1][C:2]([C:18]1[CH:26]=[CH:25][C:21]([C:22]([NH:50][C:43]2[CH:42]=[C:41]([N:30]3[CH:31]=[C:32]([NH:33][C:34](=[O:40])[O:35][C:36]([CH3:39])([CH3:38])[CH3:37])[CH:28]=[N:29]3)[CH:46]=[CH:45][CH:44]=2)=[O:23])=[CH:20][CH:19]=1)([F:17])[C:3]([NH:5][NH:6][C:7](=[O:16])[C:8]1[CH:13]=[CH:12][CH:11]=[CH:10][C:9]=1[O:14][CH3:15])=[O:4]. (3) Given the reactants [CH:1]1([CH2:4][S:5]([C:8]2[CH:9]=[C:10]([C:14]3[N:22]4[C:17]([CH:18]=[N:19][C:20](SC)=[N:21]4)=[CH:16][CH:15]=3)[CH:11]=[CH:12][CH:13]=2)(=[O:7])=[O:6])[CH2:3][CH2:2]1.[CH3:25][N:26]1[C:30]2[CH:31]=[C:32]([NH2:35])[CH:33]=[CH:34][C:29]=2[N:28]=[CH:27]1, predict the reaction product. The product is: [CH:1]1([CH2:4][S:5]([C:8]2[CH:9]=[C:10]([C:14]3[N:22]4[C:17]([CH:18]=[N:19][C:20]([NH:35][C:32]5[CH:33]=[CH:34][C:29]6[N:28]=[CH:27][N:26]([CH3:25])[C:30]=6[CH:31]=5)=[N:21]4)=[CH:16][CH:15]=3)[CH:11]=[CH:12][CH:13]=2)(=[O:7])=[O:6])[CH2:3][CH2:2]1. (4) Given the reactants [CH3:1][C:2]([CH3:4])=[O:3].CC(N=NC(C#N)(C)C)(C#N)C.Cl[C:18]1[N:23]=[CH:22][CH:21]=[CH:20][N:19]=1.Cl, predict the reaction product. The product is: [N:19]1[CH:20]=[CH:21][CH:22]=[N:23][C:18]=1[CH2:1][C:2]([CH3:4])=[O:3]. (5) Given the reactants CS(C)=O.C(Cl)(=O)C(Cl)=O.[OH:11][CH2:12][C:13]1[S:17][C:16]([C:18]([O:20][CH3:21])=[O:19])=[C:15]([C:22]2[CH:27]=[CH:26][CH:25]=[CH:24][CH:23]=2)[CH:14]=1.C([O-])(O)=O.[Na+], predict the reaction product. The product is: [CH:12]([C:13]1[S:17][C:16]([C:18]([O:20][CH3:21])=[O:19])=[C:15]([C:22]2[CH:27]=[CH:26][CH:25]=[CH:24][CH:23]=2)[CH:14]=1)=[O:11]. (6) Given the reactants [F:1][C:2]1[CH:7]=[CH:6][C:5]([C:8]2[C:25]([C:26]3[CH:31]=[CH:30][C:29](=[O:32])[N:28]([C:33]4[CH:38]=[CH:37][CH:36]=[CH:35][C:34]=4[CH3:39])[N:27]=3)=[C:11]3[N:12]([CH2:16][CH2:17][C:18]([O:20]C(C)(C)C)=[O:19])[CH2:13][CH2:14][CH2:15][N:10]3[N:9]=2)=[CH:4][CH:3]=1.FC(F)(F)C(O)=O.O.C([O-])(O)=O.[Na+], predict the reaction product. The product is: [F:1][C:2]1[CH:3]=[CH:4][C:5]([C:8]2[C:25]([C:26]3[CH:31]=[CH:30][C:29](=[O:32])[N:28]([C:33]4[CH:38]=[CH:37][CH:36]=[CH:35][C:34]=4[CH3:39])[N:27]=3)=[C:11]3[N:12]([CH2:16][CH2:17][C:18]([OH:20])=[O:19])[CH2:13][CH2:14][CH2:15][N:10]3[N:9]=2)=[CH:6][CH:7]=1. (7) The product is: [C:29]1(/[C:22](=[N:21]/[O:20][CH2:19][C:18]2[CH:35]=[CH:36][C:15]([O:14][CH2:2][C:3]3[O:7][N:6]=[C:5]([C:8]4[CH:13]=[CH:12][CH:11]=[CH:10][CH:9]=4)[CH:4]=3)=[CH:16][CH:17]=2)/[CH2:23][CH2:24][C:25]([O:27][CH3:28])=[O:26])[CH:30]=[CH:31][CH:32]=[CH:33][CH:34]=1. Given the reactants Cl[CH2:2][C:3]1[O:7][N:6]=[C:5]([C:8]2[CH:13]=[CH:12][CH:11]=[CH:10][CH:9]=2)[CH:4]=1.[OH:14][C:15]1[CH:36]=[CH:35][C:18]([CH2:19][O:20]/[N:21]=[C:22](/[C:29]2[CH:34]=[CH:33][CH:32]=[CH:31][CH:30]=2)\[CH2:23][CH2:24][C:25]([O:27][CH3:28])=[O:26])=[CH:17][CH:16]=1.C(=O)([O-])[O-].[K+].[K+].CN(C)C=O, predict the reaction product. (8) Given the reactants [C:1]([NH:8][C:9]([O:11][C:12]([CH3:15])([CH3:14])[CH3:13])=[O:10])([O:3][C:4]([CH3:7])([CH3:6])[CH3:5])=[O:2].CC(C)([O-])C.[K+].Cl[CH2:23][C:24]1[S:28][CH:27]=[C:26]([C:29]([O:31][CH3:32])=[O:30])[CH:25]=1.O, predict the reaction product. The product is: [C:12]([O:11][C:9]([N:8]([CH2:23][C:24]1[S:28][CH:27]=[C:26]([C:29]([O:31][CH3:32])=[O:30])[CH:25]=1)[C:1]([O:3][C:4]([CH3:6])([CH3:7])[CH3:5])=[O:2])=[O:10])([CH3:15])([CH3:14])[CH3:13]. (9) Given the reactants [CH3:1][C:2]([NH:8][C:9](=[O:29])[NH:10][C:11]1[CH:16]=[CH:15][CH:14]=[C:13]([CH2:17][C:18]2[C:27]3[CH2:26][CH2:25][CH2:24][CH2:23][C:22]=3[C:21](=[O:28])[NH:20][N:19]=2)[CH:12]=1)([CH3:7])[C:3]([O:5]C)=O.[OH-].[Na+].Cl, predict the reaction product. The product is: [CH3:7][C:2]1([CH3:1])[NH:8][C:9](=[O:29])[N:10]([C:11]2[CH:16]=[CH:15][CH:14]=[C:13]([CH2:17][C:18]3[C:27]4[CH2:26][CH2:25][CH2:24][CH2:23][C:22]=4[C:21](=[O:28])[NH:20][N:19]=3)[CH:12]=2)[C:3]1=[O:5].